This data is from Retrosynthesis with 50K atom-mapped reactions and 10 reaction types from USPTO. The task is: Predict the reactants needed to synthesize the given product. (1) Given the product CNc1cc(C(=O)O)ccc1NC(=O)[C@@H]1N[C@@H](CC(C)(C)C)[C@@]2(C(=O)Nc3cc(Cl)ccc32)[C@H]1c1cccc(Cl)c1F, predict the reactants needed to synthesize it. The reactants are: CNc1cc(C(=O)OC)ccc1NC(=O)[C@@H]1N[C@@H](CC(C)(C)C)[C@@]2(C(=O)Nc3cc(Cl)ccc32)[C@H]1c1cccc(Cl)c1F. (2) Given the product COc1ccc(CNC(C)c2ccccc2)cc1, predict the reactants needed to synthesize it. The reactants are: CC(N)c1ccccc1.COc1ccc(C=O)cc1. (3) Given the product O=C(O)c1ccc(-c2cccc(F)c2)cn1, predict the reactants needed to synthesize it. The reactants are: CC(C)(C)OC(=O)c1ccc(-c2cccc(F)c2)cn1.